Predict which catalyst facilitates the given reaction. From a dataset of Catalyst prediction with 721,799 reactions and 888 catalyst types from USPTO. (1) Reactant: COC1C=CC(C[N:8](CC2C=CC(OC)=CC=2)[C:9]2[N:14]=[C:13]([CH3:15])[N:12]=[C:11]([C:16]3[C:17]([NH:22][C:23]4[CH:24]=[CH:25][C:26]([NH:29][C:30]([NH:32][C:33]5[CH:38]=[CH:37][CH:36]=[CH:35][CH:34]=5)=[O:31])=[N:27][CH:28]=4)=[N:18][CH:19]=[CH:20][CH:21]=3)[N:10]=2)=CC=1.FC(F)(F)S(O)(=O)=O.C(=O)(O)[O-].[Na+]. Product: [NH2:8][C:9]1[N:14]=[C:13]([CH3:15])[N:12]=[C:11]([C:16]2[C:17]([NH:22][C:23]3[CH:24]=[CH:25][C:26]([NH:29][C:30]([NH:32][C:33]4[CH:34]=[CH:35][CH:36]=[CH:37][CH:38]=4)=[O:31])=[N:27][CH:28]=3)=[N:18][CH:19]=[CH:20][CH:21]=2)[N:10]=1. The catalyst class is: 67. (2) Reactant: [NH:1]1[CH:5]=[C:4]([C:6]([O:8]CC)=O)[CH:3]=[N:2]1.[CH3:11]CN(C(C)C)C(C)C.[NH2:20][CH2:21][C:22]1[CH:23]=[CH:24][C:25]([NH:29][C:30](=[O:36])[O:31][C:32]([CH3:35])([CH3:34])[CH3:33])=[N:26][C:27]=1[CH3:28].CCCP(=O)=O. Product: [NH:2]1[CH:3]=[C:4]([C:6]([NH:20][CH2:21][C:22]2[C:23]([CH3:11])=[CH:24][C:25]([NH:29][C:30](=[O:36])[O:31][C:32]([CH3:33])([CH3:35])[CH3:34])=[N:26][C:27]=2[CH3:28])=[O:8])[CH:5]=[N:1]1. The catalyst class is: 248. (3) Reactant: O.O.[Sn](Cl)Cl.[N+:6]([C:9]1[CH:14]=[CH:13][C:12]([C:15]2[NH:19][N:18]=[C:17]([CH2:20][CH2:21][C:22]([O:24][C:25]([CH3:28])([CH3:27])[CH3:26])=[O:23])[N:16]=2)=[CH:11][CH:10]=1)([O-])=O.C(=O)([O-])[O-].[Na+].[Na+]. Product: [NH2:6][C:9]1[CH:10]=[CH:11][C:12]([C:15]2[NH:19][N:18]=[C:17]([CH2:20][CH2:21][C:22]([O:24][C:25]([CH3:28])([CH3:27])[CH3:26])=[O:23])[N:16]=2)=[CH:13][CH:14]=1. The catalyst class is: 40. (4) Reactant: [Br:1][C:2]1[C:3]([N:13]([S:19](=[O:22])(=[O:21])[NH2:20])[CH2:14][C:15](OC)=[O:16])=[CH:4][S:5][C:6]=1[C:7]1[CH:12]=[CH:11][CH:10]=[CH:9][CH:8]=1.[H-].[Na+].[OH-].[Na+]. Product: [Br:1][C:2]1[C:3]([N:13]2[S:19](=[O:22])(=[O:21])[NH:20][C:15](=[O:16])[CH2:14]2)=[CH:4][S:5][C:6]=1[C:7]1[CH:12]=[CH:11][CH:10]=[CH:9][CH:8]=1. The catalyst class is: 20. (5) Product: [CH:5]1([N:10]2[C:14]3[CH:15]=[CH:16][C:17]([C:19](=[O:28])[C:20]([C:21]4[CH:22]=[C:23]([CH3:27])[CH:24]=[CH:25][CH:26]=4)=[N:31][OH:32])=[CH:18][C:13]=3[N:12]([CH3:29])[C:11]2=[O:30])[CH2:6][CH2:7][CH2:8][CH2:9]1. Reactant: [O-]CC.[Na+].[CH:5]1([N:10]2[C:14]3[CH:15]=[CH:16][C:17]([C:19](=[O:28])[CH2:20][C:21]4[CH:22]=[C:23]([CH3:27])[CH:24]=[CH:25][CH:26]=4)=[CH:18][C:13]=3[N:12]([CH3:29])[C:11]2=[O:30])[CH2:9][CH2:8][CH2:7][CH2:6]1.[N:31](OCCCC)=[O:32]. The catalyst class is: 40.